This data is from Reaction yield outcomes from USPTO patents with 853,638 reactions. The task is: Predict the reaction yield, written as a fraction of the theoretical maximum amount of product (1.0 means a 100% yield; for example, 0.34 means a 34% yield). (1) The reactants are Br[C:2]1[CH:9]=[CH:8][CH:7]=[CH:6][C:3]=1[C:4]#[N:5].O.[NH2:11][C:12]1[CH:13]=[C:14](B(O)O)[CH:15]=[CH:16][CH:17]=1. The catalyst is COCCOC.C(=O)([O-])[O-].[Na+].[Na+].C1C=CC([P]([Pd]([P](C2C=CC=CC=2)(C2C=CC=CC=2)C2C=CC=CC=2)([P](C2C=CC=CC=2)(C2C=CC=CC=2)C2C=CC=CC=2)[P](C2C=CC=CC=2)(C2C=CC=CC=2)C2C=CC=CC=2)(C2C=CC=CC=2)C2C=CC=CC=2)=CC=1. The product is [NH2:11][C:12]1[CH:17]=[C:16]([C:2]2[C:3]([C:4]#[N:5])=[CH:6][CH:7]=[CH:8][CH:9]=2)[CH:15]=[CH:14][CH:13]=1. The yield is 0.980. (2) The catalyst is CO. The yield is 0.200. The reactants are Cl[C:2]1[C:11]2[C:6](=[N:7][CH:8]=[CH:9][CH:10]=2)[N:5]=[C:4]([CH3:12])[C:3]=1[C:13]([NH:15][CH2:16][C:17]1[CH:22]=[CH:21][CH:20]=[C:19]([C:23]([F:26])([F:25])[F:24])[CH:18]=1)=[O:14].[CH3:27][O-:28].[Na+].[NH4+].[Cl-]. The product is [CH3:27][O:28][C:2]1[C:11]2[C:6](=[N:7][CH:8]=[CH:9][CH:10]=2)[N:5]=[C:4]([CH3:12])[C:3]=1[C:13]([NH:15][CH2:16][C:17]1[CH:22]=[CH:21][CH:20]=[C:19]([C:23]([F:26])([F:25])[F:24])[CH:18]=1)=[O:14]. (3) The reactants are [OH:1][C:2]1[CH:9]=[CH:8][C:5]([CH:6]=O)=[CH:4][CH:3]=1.[CH3:10][C:11]([CH3:13])=[O:12].[OH-:14].[Na+].O. The catalyst is C(O)C. The product is [OH:1][C:2]1[CH:9]=[CH:8][C:5]([CH:6]=[CH:9][C:2](=[O:14])[CH:3]=[CH:4][C:5]2[CH:8]=[CH:13][C:11]([OH:12])=[CH:10][CH:6]=2)=[CH:4][CH:3]=1. The yield is 0.390. (4) The reactants are [C:9](O[C:9]([O:11][C:12]([CH3:15])([CH3:14])[CH3:13])=[O:10])([O:11][C:12]([CH3:15])([CH3:14])[CH3:13])=[O:10].[CH2:16]([NH:23][NH2:24])[C:17]1[CH:22]=[CH:21][CH:20]=[CH:19][CH:18]=1.Cl.C(NN)C1C=CC=CC=1.C(=O)([O-])[O-].[Na+].[Na+]. The catalyst is O1CCCC1.CO. The product is [C:12]([O:11][C:9]([N:23]([CH2:16][C:17]1[CH:22]=[CH:21][CH:20]=[CH:19][CH:18]=1)[NH2:24])=[O:10])([CH3:13])([CH3:14])[CH3:15]. The yield is 0.320.